This data is from Reaction yield outcomes from USPTO patents with 853,638 reactions. The task is: Predict the reaction yield, written as a fraction of the theoretical maximum amount of product (1.0 means a 100% yield; for example, 0.34 means a 34% yield). (1) The reactants are [CH3:1][O:2][C:3](=[O:29])[CH:4]([C:12]1[N:16]2[CH:17]=[C:18]([CH3:21])[CH:19]=[CH:20][C:15]2=[N:14][C:13]=1[C:22]1[CH:27]=[CH:26][C:25]([CH3:28])=[CH:24][CH:23]=1)[CH2:5][CH2:6][CH:7]1OCC[O:8]1.Cl. The catalyst is CC(C)=O. The product is [CH3:1][O:2][C:3](=[O:29])[CH:4]([C:12]1[N:16]2[CH:17]=[C:18]([CH3:21])[CH:19]=[CH:20][C:15]2=[N:14][C:13]=1[C:22]1[CH:27]=[CH:26][C:25]([CH3:28])=[CH:24][CH:23]=1)[CH2:5][CH2:6][CH:7]=[O:8]. The yield is 0.750. (2) The catalyst is CS(C)=O. The yield is 0.860. The product is [Cl:11][C:6]1[N:5]=[C:4]([N:12]2[CH2:17][CH2:16][O:15][CH2:14][C@@H:13]2[CH3:18])[N:3]=[C:2]([NH:30][CH:28]2[CH2:27][N:26]([C:24]([O:23][C:19]([CH3:22])([CH3:21])[CH3:20])=[O:25])[CH2:29]2)[C:7]=1[CH2:8][CH2:9][OH:10]. The reactants are Cl[C:2]1[C:7]([CH2:8][CH2:9][OH:10])=[C:6]([Cl:11])[N:5]=[C:4]([N:12]2[CH2:17][CH2:16][O:15][CH2:14][C@@H:13]2[CH3:18])[N:3]=1.[C:19]([O:23][C:24]([N:26]1[CH2:29][CH:28]([NH2:30])[CH2:27]1)=[O:25])([CH3:22])([CH3:21])[CH3:20].CCN(C(C)C)C(C)C.O.